Task: Predict which catalyst facilitates the given reaction.. Dataset: Catalyst prediction with 721,799 reactions and 888 catalyst types from USPTO (1) Reactant: Cl[C:2]1[CH:7]=[N:6][CH:5]=[C:4]([Cl:8])[N:3]=1.[NH:9]1[CH2:14][CH2:13][O:12][CH2:11][CH2:10]1. Product: [Cl:8][C:4]1[N:3]=[C:2]([N:9]2[CH2:14][CH2:13][O:12][CH2:11][CH2:10]2)[CH:7]=[N:6][CH:5]=1. The catalyst class is: 10. (2) Reactant: [C:1]1([CH3:9])[CH:6]=[CH:5][CH:4]=[CH:3][C:2]=1[Mg]Br.[Br:10][C:11]1[CH:16]=[CH:15][C:14](/[CH:17]=[CH:18]/[C:19]([CH:21]2[CH2:26][CH2:25][N:24]([C:27]([O:29][C:30]([CH3:33])([CH3:32])[CH3:31])=[O:28])[CH2:23][CH2:22]2)=[O:20])=[CH:13][CH:12]=1. Product: [Br:10][C:11]1[CH:12]=[CH:13][C:14]([CH:17]([C:2]2[CH:3]=[CH:4][CH:5]=[CH:6][C:1]=2[CH3:9])[CH2:18][C:19]([CH:21]2[CH2:22][CH2:23][N:24]([C:27]([O:29][C:30]([CH3:33])([CH3:32])[CH3:31])=[O:28])[CH2:25][CH2:26]2)=[O:20])=[CH:15][CH:16]=1. The catalyst class is: 804. (3) Reactant: [OH:1][C:2]1[CH:3]=[C:4]2[C:13](=[C:14]([OH:16])[CH:15]=1)[C:12](=[O:17])[C:11]1[C:6](=[CH:7][CH:8]=[C:9]3[CH:21]=[CH:20][CH:19]=[CH:18][C:10]3=1)[O:5]2.[CH2:22]([CH:24]1[O:26][CH2:25]1)Cl. Product: [OH:16][C:14]1[CH:15]=[C:2]([O:1][CH2:22][CH:24]2[CH2:25][O:26]2)[CH:3]=[C:4]2[C:13]=1[C:12](=[O:17])[C:11]1[C:6](=[CH:7][CH:8]=[C:9]3[CH:21]=[CH:20][CH:19]=[CH:18][C:10]3=1)[O:5]2. The catalyst class is: 21. (4) Reactant: [OH:1][C:2]1[CH:7]=[CH:6][CH:5]=[CH:4][C:3]=1[CH2:8][C:9]([OH:11])=[O:10].[Br-:12].[Br-].[Br-].[CH2:15]([N+](CCCC)(CCCC)CCCC)CCC.C([N+](CCCC)(CCCC)CCCC)CCC.C([N+](CCCC)(CCCC)CCCC)CCC. Product: [Br:12][C:5]1[CH:6]=[CH:7][C:2]([OH:1])=[C:3]([CH2:8][C:9]([O:11][CH3:15])=[O:10])[CH:4]=1. The catalyst class is: 191. (5) Reactant: [H-].[Al+3].[Li+].[H-].[H-].[H-].[OH:7][CH:8]1[CH2:13][CH2:12][N:11]([CH2:14][C:15]#[N:16])[CH2:10][CH2:9]1. Product: [NH2:16][CH2:15][CH2:14][N:11]1[CH2:12][CH2:13][CH:8]([OH:7])[CH2:9][CH2:10]1. The catalyst class is: 1.